Regression. Given two drug SMILES strings and cell line genomic features, predict the synergy score measuring deviation from expected non-interaction effect. From a dataset of NCI-60 drug combinations with 297,098 pairs across 59 cell lines. (1) Drug 1: C1CN1C2=NC(=NC(=N2)N3CC3)N4CC4. Drug 2: CS(=O)(=O)OCCCCOS(=O)(=O)C. Cell line: SK-OV-3. Synergy scores: CSS=21.9, Synergy_ZIP=-4.14, Synergy_Bliss=1.16, Synergy_Loewe=-9.76, Synergy_HSA=0.145. (2) Drug 1: CCC1(CC2CC(C3=C(CCN(C2)C1)C4=CC=CC=C4N3)(C5=C(C=C6C(=C5)C78CCN9C7C(C=CC9)(C(C(C8N6C=O)(C(=O)OC)O)OC(=O)C)CC)OC)C(=O)OC)O.OS(=O)(=O)O. Cell line: NCI-H226. Synergy scores: CSS=2.55, Synergy_ZIP=-2.64, Synergy_Bliss=-5.90, Synergy_Loewe=-3.78, Synergy_HSA=-3.57. Drug 2: CC(C)CN1C=NC2=C1C3=CC=CC=C3N=C2N. (3) Drug 1: CN1CCC(CC1)COC2=C(C=C3C(=C2)N=CN=C3NC4=C(C=C(C=C4)Br)F)OC. Drug 2: C1C(C(OC1N2C=NC(=NC2=O)N)CO)O. Cell line: SK-OV-3. Synergy scores: CSS=13.6, Synergy_ZIP=-4.07, Synergy_Bliss=2.98, Synergy_Loewe=-8.62, Synergy_HSA=1.69. (4) Drug 1: C1=CC(=CC=C1CCC2=CNC3=C2C(=O)NC(=N3)N)C(=O)NC(CCC(=O)O)C(=O)O. Drug 2: C1CCC(C(C1)N)N.C(=O)(C(=O)[O-])[O-].[Pt+4]. Cell line: SF-268. Synergy scores: CSS=23.0, Synergy_ZIP=-4.08, Synergy_Bliss=-1.13, Synergy_Loewe=1.18, Synergy_HSA=2.29. (5) Drug 1: C1=CN(C(=O)N=C1N)C2C(C(C(O2)CO)O)O.Cl. Drug 2: CC1=C(C=C(C=C1)C(=O)NC2=CC(=CC(=C2)C(F)(F)F)N3C=C(N=C3)C)NC4=NC=CC(=N4)C5=CN=CC=C5. Synergy scores: CSS=7.07, Synergy_ZIP=-2.62, Synergy_Bliss=0.700, Synergy_Loewe=-4.23, Synergy_HSA=0.305. Cell line: MCF7. (6) Drug 1: CN(C)C1=NC(=NC(=N1)N(C)C)N(C)C. Drug 2: N.N.Cl[Pt+2]Cl. Cell line: UACC62. Synergy scores: CSS=-1.22, Synergy_ZIP=-0.444, Synergy_Bliss=-2.04, Synergy_Loewe=-4.21, Synergy_HSA=-2.74. (7) Drug 1: C1CN1P(=S)(N2CC2)N3CC3. Drug 2: COC1=C2C(=CC3=C1OC=C3)C=CC(=O)O2. Cell line: HOP-62. Synergy scores: CSS=1.84, Synergy_ZIP=-5.21, Synergy_Bliss=0.102, Synergy_Loewe=-16.9, Synergy_HSA=-3.73. (8) Drug 1: C1=CC(=CC=C1CCC2=CNC3=C2C(=O)NC(=N3)N)C(=O)NC(CCC(=O)O)C(=O)O. Drug 2: CN(C)N=NC1=C(NC=N1)C(=O)N. Cell line: HCT-15. Synergy scores: CSS=42.8, Synergy_ZIP=-0.270, Synergy_Bliss=-1.53, Synergy_Loewe=-23.6, Synergy_HSA=-1.55. (9) Drug 1: CCCCCOC(=O)NC1=NC(=O)N(C=C1F)C2C(C(C(O2)C)O)O. Drug 2: COCCOC1=C(C=C2C(=C1)C(=NC=N2)NC3=CC=CC(=C3)C#C)OCCOC.Cl. Cell line: K-562. Synergy scores: CSS=-2.13, Synergy_ZIP=1.22, Synergy_Bliss=0.576, Synergy_Loewe=-4.46, Synergy_HSA=-4.89. (10) Drug 1: C1C(C(OC1N2C=NC3=C(N=C(N=C32)Cl)N)CO)O. Drug 2: C1=CC=C(C(=C1)C(C2=CC=C(C=C2)Cl)C(Cl)Cl)Cl. Cell line: U251. Synergy scores: CSS=20.7, Synergy_ZIP=1.66, Synergy_Bliss=0.0805, Synergy_Loewe=-20.8, Synergy_HSA=-2.68.